Task: Predict the product of the given reaction.. Dataset: Forward reaction prediction with 1.9M reactions from USPTO patents (1976-2016) (1) Given the reactants C(OC([N:8]1[CH2:12][CH2:11][CH:10]([C:13](=[O:38])[NH:14][C:15]2[CH:20]=[CH:19][C:18]([N:21]3[CH:26]=[CH:25][C:24]4[CH:27]=[C:28]([C:30]5[CH:35]=[CH:34][C:33]([Cl:36])=[CH:32][CH:31]=5)[S:29][C:23]=4[C:22]3=[O:37])=[CH:17][CH:16]=2)[CH2:9]1)=O)(C)(C)C, predict the reaction product. The product is: [Cl:36][C:33]1[CH:34]=[CH:35][C:30]([C:28]2[S:29][C:23]3[C:22](=[O:37])[N:21]([C:18]4[CH:17]=[CH:16][C:15]([NH:14][C:13]([CH:10]5[CH2:11][CH2:12][NH:8][CH2:9]5)=[O:38])=[CH:20][CH:19]=4)[CH:26]=[CH:25][C:24]=3[CH:27]=2)=[CH:31][CH:32]=1. (2) Given the reactants [NH:1]1[CH2:6][CH2:5][CH:4]([NH:7][C:8](=[O:14])[O:9][C:10]([CH3:13])([CH3:12])[CH3:11])[CH2:3][CH2:2]1.ClCCl.[C:18]([C:21]1[CH:30]=[CH:29][C:24]([C:25]([O:27][CH3:28])=[O:26])=[CH:23][CH:22]=1)(Cl)=[O:19], predict the reaction product. The product is: [C:10]([O:9][C:8]([NH:7][CH:4]1[CH2:3][CH2:2][N:1]([C:18]([C:21]2[CH:30]=[CH:29][C:24]([C:25]([O:27][CH3:28])=[O:26])=[CH:23][CH:22]=2)=[O:19])[CH2:6][CH2:5]1)=[O:14])([CH3:11])([CH3:13])[CH3:12]. (3) Given the reactants O1CCCC1.[CH:6]1([N:9]2[C:14](=[O:15])[C:13]3[C:16]([NH:23][C:24]4[CH:25]=[C:26]([NH:30][C:31](=[O:33])[CH3:32])[CH:27]=[CH:28][CH:29]=4)=[C:17]([CH3:22])[C:18](=[O:21])[N:19]([CH3:20])[C:12]=3[N:11]([C:34]3[CH:39]=[CH:38][C:37]([I:40])=[CH:36][C:35]=3[F:41])[C:10]2=[O:42])[CH2:8][CH2:7]1.CO.C[O-].[Na+], predict the reaction product. The product is: [CH3:22][C:17]1[C:18](=[O:21])[N:19]([CH3:20])[C:12]([NH:11][C:34]2[CH:39]=[CH:38][C:37]([I:40])=[CH:36][C:35]=2[F:41])=[C:13]2[C:14]([N:9]([CH:6]3[CH2:8][CH2:7]3)[C:10]([N:23]([C:24]3[CH:29]=[CH:28][CH:27]=[C:26]([NH:30][C:31]([CH3:32])=[O:33])[CH:25]=3)[C:16]=12)=[O:42])=[O:15].